This data is from Rat liver microsome stability data. The task is: Regression/Classification. Given a drug SMILES string, predict its absorption, distribution, metabolism, or excretion properties. Task type varies by dataset: regression for continuous measurements (e.g., permeability, clearance, half-life) or binary classification for categorical outcomes (e.g., BBB penetration, CYP inhibition). Dataset: rlm. The molecule is CCNC(=O)Nc1ccc(-c2nc(N3CCOCC3)c3ccn(CCN(C)C)c3n2)cc1. The result is 1 (stable in rat liver microsomes).